This data is from Catalyst prediction with 721,799 reactions and 888 catalyst types from USPTO. The task is: Predict which catalyst facilitates the given reaction. (1) Reactant: C(N(CC)CC)C.[F:8][C:9]1[CH:17]=[CH:16][CH:15]=[C:14]2[C:10]=1[C:11]([C:18](=[O:22])[C:19](Cl)=[O:20])=[CH:12][NH:13]2.[C:23]1([C:29]([N:35]2[CH2:40][CH2:39][NH:38][CH2:37][CH2:36]2)=[C:30]([C:33]#[N:34])[C:31]#[N:32])[CH:28]=[CH:27][CH:26]=[CH:25][CH:24]=1. Product: [F:8][C:9]1[CH:17]=[CH:16][CH:15]=[C:14]2[C:10]=1[C:11]([C:18](=[O:22])[C:19]([N:38]1[CH2:37][CH2:36][N:35]([C:29]([C:23]3[CH:28]=[CH:27][CH:26]=[CH:25][CH:24]=3)=[C:30]([C:33]#[N:34])[C:31]#[N:32])[CH2:40][CH2:39]1)=[O:20])=[CH:12][NH:13]2. The catalyst class is: 1. (2) Reactant: [C:1]([C:5]1[N:9]([CH2:10][CH:11]2[CH2:16][CH2:15][C:14]([F:18])([F:17])[CH2:13][CH2:12]2)[C:8]2[CH:19]=[CH:20][C:21]([NH:23][S:24]([CH2:27][CH3:28])(=[O:26])=[O:25])=[CH:22][C:7]=2[N:6]=1)([CH3:4])([CH3:3])[CH3:2].[CH2:29]([S:31]([OH:34])(=[O:33])=[O:32])[CH3:30].C(C(C)=O)C(C)C.C(S(O)(=O)=O)C. Product: [S:31]([CH2:29][CH3:30])([OH:34])(=[O:33])=[O:32].[C:1]([C:5]1[N:9]([CH2:10][CH:11]2[CH2:12][CH2:13][C:14]([F:18])([F:17])[CH2:15][CH2:16]2)[C:8]2[CH:19]=[CH:20][C:21]([NH:23][S:24]([CH2:27][CH3:28])(=[O:25])=[O:26])=[CH:22][C:7]=2[N:6]=1)([CH3:4])([CH3:2])[CH3:3]. The catalyst class is: 824. (3) Reactant: [CH3:1][O:2][C:3]1[CH:11]=[C:10]2[C:6]([CH:7]=[N:8][NH:9]2)=[CH:5][C:4]=1[C:12]#[N:13].C(=O)(O)[O-].[Na+].Cl.[NH2:20][OH:21]. Product: [OH:21][NH:20][C:12]([C:4]1[CH:5]=[C:6]2[C:10](=[CH:11][C:3]=1[O:2][CH3:1])[NH:9][N:8]=[CH:7]2)=[NH:13]. The catalyst class is: 8. (4) Reactant: [Cl:1][C:2]1[CH:3]=[C:4]([CH:20]=[CH:21][CH:22]=1)[CH2:5][O:6][C:7]1[CH:16]=[C:15]2[C:10]([CH:11]=[C:12]([C:17](O)=[O:18])[CH:13]=[N:14]2)=[CH:9][CH:8]=1.C(Cl)(=O)C([Cl:26])=O. Product: [Cl:1][C:2]1[CH:3]=[C:4]([CH:20]=[CH:21][CH:22]=1)[CH2:5][O:6][C:7]1[CH:16]=[C:15]2[C:10]([CH:11]=[C:12]([C:17]([Cl:26])=[O:18])[CH:13]=[N:14]2)=[CH:9][CH:8]=1. The catalyst class is: 59. (5) Reactant: Br[CH2:2][C:3]([C:5]1[CH:10]=[CH:9][C:8]([O:11][CH3:12])=[CH:7][CH:6]=1)=O.[C:13]([NH2:16])(=[S:15])[CH3:14]. Product: [CH3:12][O:11][C:8]1[CH:9]=[CH:10][C:5]([C:3]2[N:16]=[C:13]([CH3:14])[S:15][CH:2]=2)=[CH:6][CH:7]=1. The catalyst class is: 8. (6) Reactant: [Br:1][C:2]1[C:10]([I:11])=[C:9]([CH3:12])[C:5]([C:6]([NH2:8])=O)=[C:4]([NH:13][C:14](=[O:19])[C:15]([CH3:18])([CH3:17])[CH3:16])[C:3]=1[O:20][CH3:21].FC(F)(F)S(OS(C(F)(F)F)(=O)=O)(=O)=O.Cl. Product: [Br:1][C:2]1[C:3]([O:20][CH3:21])=[C:4]([NH:13][C:14](=[O:19])[C:15]([CH3:18])([CH3:16])[CH3:17])[C:5]([C:6]#[N:8])=[C:9]([CH3:12])[C:10]=1[I:11]. The catalyst class is: 341.